From a dataset of Reaction yield outcomes from USPTO patents with 853,638 reactions. Predict the reaction yield, written as a fraction of the theoretical maximum amount of product (1.0 means a 100% yield; for example, 0.34 means a 34% yield). (1) The reactants are [OH-].[K+].[F:3][C:4]1[C:21]([NH:22][S:23]([CH2:26][CH2:27][CH3:28])(=[O:25])=[O:24])=[CH:20][CH:19]=[C:18]([F:29])[C:5]=1[C:6]([NH:8][C:9]1[CH:10]=[C:11]2[CH:17]=[CH:16][NH:15][C:12]2=[N:13][CH:14]=1)=[O:7].[Cl:30][C:31]1[CH:38]=[CH:37][C:34]([CH:35]=[O:36])=[CH:33][CH:32]=1. The catalyst is CO.CCOC(C)=O.[NH4+].[Cl-]. The product is [Cl:30][C:31]1[CH:38]=[CH:37][C:34]([CH:35]([OH:36])[C:17]2[C:11]3[C:12](=[N:13][CH:14]=[C:9]([NH:8][C:6](=[O:7])[C:5]4[C:18]([F:29])=[CH:19][CH:20]=[C:21]([NH:22][S:23]([CH2:26][CH2:27][CH3:28])(=[O:25])=[O:24])[C:4]=4[F:3])[CH:10]=3)[NH:15][CH:16]=2)=[CH:33][CH:32]=1. The yield is 0.580. (2) The reactants are I[C:2]1[C:7]([I:8])=[CH:6][C:5]2[O:9][CH2:10][O:11][C:4]=2[CH:3]=1.[NH2:12][C:13]1[N:17]([CH3:18])[C:16]([SH:19])=[N:15][C:14]=1[C:20]([NH2:22])=[O:21].C([O-])([O-])=O.[K+].[K+]. The catalyst is CC#N. The product is [NH2:12][C:13]1[N:17]([CH3:18])[C:16]([S:19][C:2]2[C:7]([I:8])=[CH:6][C:5]3[O:9][CH2:10][O:11][C:4]=3[CH:3]=2)=[N:15][C:14]=1[C:20]([NH2:22])=[O:21]. The yield is 0.600.